Task: Regression. Given two drug SMILES strings and cell line genomic features, predict the synergy score measuring deviation from expected non-interaction effect.. Dataset: NCI-60 drug combinations with 297,098 pairs across 59 cell lines (1) Drug 1: C1CN(P(=O)(OC1)NCCCl)CCCl. Drug 2: COCCOC1=C(C=C2C(=C1)C(=NC=N2)NC3=CC=CC(=C3)C#C)OCCOC.Cl. Cell line: COLO 205. Synergy scores: CSS=-1.32, Synergy_ZIP=3.63, Synergy_Bliss=1.75, Synergy_Loewe=1.58, Synergy_HSA=-1.87. (2) Drug 1: C1=CC(=CC=C1C#N)C(C2=CC=C(C=C2)C#N)N3C=NC=N3. Drug 2: CC1=C2C(C(=O)C3(C(CC4C(C3C(C(C2(C)C)(CC1OC(=O)C(C(C5=CC=CC=C5)NC(=O)OC(C)(C)C)O)O)OC(=O)C6=CC=CC=C6)(CO4)OC(=O)C)O)C)O. Cell line: PC-3. Synergy scores: CSS=-8.18, Synergy_ZIP=6.76, Synergy_Bliss=3.54, Synergy_Loewe=-7.09, Synergy_HSA=-7.92. (3) Drug 1: CCC1=C2CN3C(=CC4=C(C3=O)COC(=O)C4(CC)O)C2=NC5=C1C=C(C=C5)O. Drug 2: CN1C2=C(C=C(C=C2)N(CCCl)CCCl)N=C1CCCC(=O)O.Cl. Cell line: IGROV1. Synergy scores: CSS=10.3, Synergy_ZIP=-2.75, Synergy_Bliss=2.70, Synergy_Loewe=-8.56, Synergy_HSA=2.72. (4) Drug 1: CC(CN1CC(=O)NC(=O)C1)N2CC(=O)NC(=O)C2. Drug 2: CN(C(=O)NC(C=O)C(C(C(CO)O)O)O)N=O. Cell line: HOP-92. Synergy scores: CSS=19.8, Synergy_ZIP=-4.78, Synergy_Bliss=-0.355, Synergy_Loewe=-3.16, Synergy_HSA=1.03. (5) Drug 1: C1CN1P(=S)(N2CC2)N3CC3. Drug 2: C1=NC2=C(N1)C(=S)N=CN2. Cell line: K-562. Synergy scores: CSS=46.8, Synergy_ZIP=-4.55, Synergy_Bliss=-0.931, Synergy_Loewe=-23.8, Synergy_HSA=-1.16.